Dataset: Catalyst prediction with 721,799 reactions and 888 catalyst types from USPTO. Task: Predict which catalyst facilitates the given reaction. (1) Reactant: [NH2:1][C:2]1[CH:3]=[C:4]2[C:30](=[CH:31][CH:32]=1)[O:29][C:7]1([CH2:12][CH2:11][N:10]([C:13]([C:15]3[CH:24]=[C:23]([O:25][CH3:26])[C:22]4[C:17](=[C:18]([O:27][CH3:28])[CH:19]=[CH:20][CH:21]=4)[N:16]=3)=[O:14])[CH2:9][CH2:8]1)[CH2:6][C:5]2=[O:33].CC[N:36]([CH2:39]C)CC.ClC(OC1C=CC([N+]([O-])=O)=CC=1)=[O:43]. Product: [CH3:26][O:25][C:23]1[C:22]2[C:17](=[C:18]([O:27][CH3:28])[CH:19]=[CH:20][CH:21]=2)[N:16]=[C:15]([C:13]([N:10]2[CH2:11][CH2:12][C:7]3([CH2:6][C:5](=[O:33])[C:4]4[C:30](=[CH:31][CH:32]=[C:2]([NH:1][C:39]([NH2:36])=[O:43])[CH:3]=4)[O:29]3)[CH2:8][CH2:9]2)=[O:14])[CH:24]=1. The catalyst class is: 1. (2) Reactant: C(OC([N:8]1[CH2:11][CH:10]([C:12]([C:22]2[CH:23]=[C:24]3[C:29](=[CH:30][CH:31]=2)[N:28]=[C:27]([O:32][CH3:33])[C:26]([CH2:34][C:35]2[CH:40]=[CH:39][C:38]([C:41]([F:44])([F:43])[F:42])=[CH:37][CH:36]=2)=[C:25]3[Cl:45])([C:14]2[C:15]([CH3:21])=[N:16][C:17]([CH3:20])=[CH:18][CH:19]=2)[OH:13])[CH2:9]1)=O)(C)(C)C.C(O)=O.Cl. Product: [NH:8]1[CH2:11][CH:10]([C:12]([C:22]2[CH:23]=[C:24]3[C:29](=[CH:30][CH:31]=2)[N:28]=[C:27]([O:32][CH3:33])[C:26]([CH2:34][C:35]2[CH:36]=[CH:37][C:38]([C:41]([F:42])([F:43])[F:44])=[CH:39][CH:40]=2)=[C:25]3[Cl:45])([C:14]2[C:15]([CH3:21])=[N:16][C:17]([CH3:20])=[CH:18][CH:19]=2)[OH:13])[CH2:9]1. The catalyst class is: 5. (3) Product: [O:30]=[C:24]1[CH:23]([N:16]2[C:15](=[O:31])[C:14]3[C:18](=[CH:19][CH:20]=[CH:21][C:13]=3[CH2:12][NH:11][C:36]([N:44]3[CH2:49][CH2:48][CH2:47][CH2:46][CH2:45]3)=[O:42])[C:17]2=[O:22])[CH2:28][CH2:27][C:26](=[O:29])[NH:25]1. The catalyst class is: 10. Reactant: C(N(C(C)C)CC)(C)C.Cl.[NH2:11][CH2:12][C:13]1[CH:21]=[CH:20][CH:19]=[C:18]2[C:14]=1[C:15](=[O:31])[N:16]([CH:23]1[CH2:28][CH2:27][C:26](=[O:29])[NH:25][C:24]1=[O:30])[C:17]2=[O:22].ClC(Cl)(O[C:36](=[O:42])OC(Cl)(Cl)Cl)Cl.[NH:44]1[CH2:49][CH2:48][CH2:47][CH2:46][CH2:45]1. (4) The catalyst class is: 31. Product: [Br:1][C:2]1[CH:3]=[CH:4][C:5]2[N:6]([C:8]([C:11]([F:25])([F:24])[C:12]3[CH:13]=[CH:14][C:15]4[N:16]([CH:18]=[C:19]([C:21]([N:35]=[N+:36]=[N-:37])=[O:22])[N:20]=4)[N:17]=3)=[N:9][N:10]=2)[CH:7]=1. Reactant: [Br:1][C:2]1[CH:3]=[CH:4][C:5]2[N:6]([C:8]([C:11]([F:25])([F:24])[C:12]3[CH:13]=[CH:14][C:15]4[N:16]([CH:18]=[C:19]([C:21](O)=[O:22])[N:20]=4)[N:17]=3)=[N:9][N:10]=2)[CH:7]=1.C(N(C(C)C)C(C)C)C.[N-:35]=[N+:36]=[N-:37].[Na+].C1CN([P+](ON2N=NC3C=CC=CC2=3)(N2CCCC2)N2CCCC2)CC1.F[P-](F)(F)(F)(F)F.C(O)(=O)CC(CC(O)=O)(C(O)=O)O. (5) Reactant: [NH2:1][C@@H:2]1[C:11]2[C:6](=[CH:7][CH:8]=[CH:9][CH:10]=2)[C@@H:5]([O:12][C:13]2[CH:18]=[CH:17][N:16]=[C:15]([NH:19][C:20](=[O:24])[CH2:21][O:22][CH3:23])[CH:14]=2)[CH2:4][CH2:3]1.CCN(C(C)C)C(C)C.ClC(Cl)(Cl)C[O:37][C:38](=O)[NH:39][C:40]1[N:41]([C:49]2[CH:54]=[CH:53][C:52]([CH3:55])=[CH:51][CH:50]=2)[N:42]=[C:43]([C:45]([CH3:48])([CH3:47])[CH3:46])[CH:44]=1. Product: [C:45]([C:43]1[CH:44]=[C:40]([NH:39][C:38](=[O:37])[NH:1][C@@H:2]2[C:11]3[C:6](=[CH:7][CH:8]=[CH:9][CH:10]=3)[C@@H:5]([O:12][C:13]3[CH:18]=[CH:17][N:16]=[C:15]([NH:19][C:20](=[O:24])[CH2:21][O:22][CH3:23])[CH:14]=3)[CH2:4][CH2:3]2)[N:41]([C:49]2[CH:54]=[CH:53][C:52]([CH3:55])=[CH:51][CH:50]=2)[N:42]=1)([CH3:48])([CH3:46])[CH3:47]. The catalyst class is: 12. (6) Reactant: [O:1]1[CH2:6][CH2:5][CH2:4][CH2:3][CH:2]1[O:7][CH2:8][CH2:9][C:10]#[C:11][CH2:12][OH:13].N1C=CN=C1.[CH3:19][C:20]([Si:23](Cl)([C:30]1[CH:35]=[CH:34][CH:33]=[CH:32][CH:31]=1)[C:24]1[CH:29]=[CH:28][CH:27]=[CH:26][CH:25]=1)([CH3:22])[CH3:21]. Product: [C:20]([Si:23]([C:30]1[CH:35]=[CH:34][CH:33]=[CH:32][CH:31]=1)([C:24]1[CH:25]=[CH:26][CH:27]=[CH:28][CH:29]=1)[O:13][CH2:12][C:11]#[C:10][CH2:9][CH2:8][O:7][CH:2]1[CH2:3][CH2:4][CH2:5][CH2:6][O:1]1)([CH3:22])([CH3:19])[CH3:21]. The catalyst class is: 2. (7) Reactant: CC([N:5]([CH2:9][C:10]([NH:12][CH2:13][C:14]1[N:18]2[CH:19]=[CH:20][CH:21]=[CH:22][C:17]2=[N:16][C:15]=1[CH2:23][N:24]([CH3:35])[C@@H:25]1[C:34]2[N:33]=[CH:32][CH:31]=[CH:30][C:29]=2[CH2:28][CH2:27][CH2:26]1)=[O:11])C(=O)[O-])(C)C.FC(F)(F)C(O)=O. Product: [CH3:35][N:24]([CH2:23][C:15]1[N:16]=[C:17]2[CH:22]=[CH:21][CH:20]=[CH:19][N:18]2[C:14]=1[CH2:13][NH:12][C:10](=[O:11])[CH2:9][NH2:5])[CH:25]1[C:34]2[N:33]=[CH:32][CH:31]=[CH:30][C:29]=2[CH2:28][CH2:27][CH2:26]1. The catalyst class is: 4. (8) Reactant: [CH2:1]([O:6][C:7]1[CH:14]=[CH:13][C:10]([CH:11]=O)=[CH:9][CH:8]=1)[CH2:2][CH2:3][C:4]#[CH:5].[NH2:15][C:16]1[CH:24]=[CH:23][CH:22]=[CH:21][C:17]=1[C:18]([NH2:20])=[O:19].II. Product: [CH2:1]([O:6][C:7]1[CH:14]=[CH:13][C:10]([C:11]2[NH:20][C:18](=[O:19])[C:17]3[C:16](=[CH:24][CH:23]=[CH:22][CH:21]=3)[N:15]=2)=[CH:9][CH:8]=1)[CH2:2][CH2:3][C:4]#[CH:5]. The catalyst class is: 16.